The task is: Predict the reaction yield, written as a fraction of the theoretical maximum amount of product (1.0 means a 100% yield; for example, 0.34 means a 34% yield).. This data is from Reaction yield outcomes from USPTO patents with 853,638 reactions. (1) The reactants are [Cl:1][C:2]1[CH:3]=[C:4]2[C:9](=[CH:10][C:11]=1[OH:12])[O:8][CH:7]=[C:6]([C:13]1[CH:18]=[CH:17][C:16]([OH:19])=[CH:15][CH:14]=1)[C:5]2=[O:20].[C:21](OC(=O)C)(=[O:23])[CH3:22].[CH3:28][C:29](CC(O)=O)=[O:30]. The catalyst is N1C=CC=CC=1. The product is [Cl:1][C:2]1[CH:3]=[C:4]2[C:9](=[CH:10][C:11]=1[O:12][C:21](=[O:23])[CH3:22])[O:8][CH:7]=[C:6]([C:13]1[CH:18]=[CH:17][C:16]([O:19][C:29](=[O:30])[CH3:28])=[CH:15][CH:14]=1)[C:5]2=[O:20]. The yield is 0.750. (2) The reactants are [Cl:1][C:2]1[CH:7]=[CH:6][CH:5]=[C:4]([Cl:8])[C:3]=1[N:9]1[CH:20]=[C:12]2[CH:13]=[N+:14]([O-])[CH:15]=[C:16]([O:17][CH3:18])[C:11]2=[N:10]1.P(Br)(Br)([Br:23])=O. The catalyst is ClCCCl. The product is [Br:23][C:13]1[C:12]2=[CH:20][N:9]([C:3]3[C:2]([Cl:1])=[CH:7][CH:6]=[CH:5][C:4]=3[Cl:8])[N:10]=[C:11]2[C:16]([O:17][CH3:18])=[CH:15][N:14]=1. The yield is 0.0900. (3) The reactants are [NH:1]([C:11]([O:13][CH2:14][CH:15]1[C:27]2[C:22](=[CH:23][CH:24]=[CH:25][CH:26]=2)[C:21]2[C:16]1=[CH:17][CH:18]=[CH:19][CH:20]=2)=[O:12])[C@H:2]([C:8]([OH:10])=[O:9])[CH2:3][CH2:4][CH2:5][CH2:6][NH2:7].Cl.[S:29]1[CH:33]=[CH:32][N:31]=[C:30]1[CH:34]=O.[BH-](OC(C)=O)(OC(C)=O)OC(C)=O.[Na+].[C:50]([O:54][C:55]([CH3:58])([CH3:57])[CH3:56])(=[O:53])[CH:51]=O. The catalyst is ClCCCl.O. The product is [CH:17]1[C:16]2[CH:15]([CH2:14][O:13][C:11](=[O:12])[NH:1][C@H:2]([C:8]([OH:10])=[O:9])[CH2:3][CH2:4][CH2:5][CH2:6][N:7]([CH2:34][C:30]3[S:29][CH:33]=[CH:32][N:31]=3)[CH2:51][C:50](=[O:53])[O:54][C:55]([CH3:58])([CH3:57])[CH3:56])[C:27]3[C:22](=[CH:23][CH:24]=[CH:25][CH:26]=3)[C:21]=2[CH:20]=[CH:19][CH:18]=1. The yield is 0.210.